From a dataset of Peptide-MHC class II binding affinity with 134,281 pairs from IEDB. Regression. Given a peptide amino acid sequence and an MHC pseudo amino acid sequence, predict their binding affinity value. This is MHC class II binding data. The peptide sequence is LLEWLAEVVKLPSRY. The MHC is DRB1_0101 with pseudo-sequence DRB1_0101. The binding affinity (normalized) is 0.566.